This data is from Forward reaction prediction with 1.9M reactions from USPTO patents (1976-2016). The task is: Predict the product of the given reaction. (1) Given the reactants [CH2:1]([C:8]1[S:12][C:11]([NH2:13])=[N:10][C:9]=1[C:14]1[CH:19]=[CH:18][C:17]([O:20][CH3:21])=[CH:16][CH:15]=1)[C:2]1[CH:7]=[CH:6][CH:5]=[CH:4][CH:3]=1.[CH3:22][O:23][C:24]1[CH:25]=[C:26]([CH:30]=[CH:31][CH:32]=1)[C:27](Cl)=[O:28], predict the reaction product. The product is: [CH2:1]([C:8]1[S:12][C:11]([NH:13][C:27](=[O:28])[C:26]2[CH:30]=[CH:31][CH:32]=[C:24]([O:23][CH3:22])[CH:25]=2)=[N:10][C:9]=1[C:14]1[CH:15]=[CH:16][C:17]([O:20][CH3:21])=[CH:18][CH:19]=1)[C:2]1[CH:3]=[CH:4][CH:5]=[CH:6][CH:7]=1. (2) Given the reactants [CH:1]1([C:4]#[C:5][C:6]2[C:7]3[C:31]([CH3:33])([CH3:32])[C:30](=[O:34])[NH:29][C:8]=3[N:9]=[C:10]([C:12]3[C:20]4[C:15](=[N:16][CH:17]=[CH:18][CH:19]=4)[N:14]([CH2:21][C:22]4[CH:27]=[CH:26][CH:25]=[CH:24][C:23]=4[F:28])[N:13]=3)[N:11]=2)[CH2:3][CH2:2]1.[H][H], predict the reaction product. The product is: [CH:1]1([CH2:4][CH2:5][C:6]2[C:7]3[C:31]([CH3:32])([CH3:33])[C:30](=[O:34])[NH:29][C:8]=3[N:9]=[C:10]([C:12]3[C:20]4[C:15](=[N:16][CH:17]=[CH:18][CH:19]=4)[N:14]([CH2:21][C:22]4[CH:27]=[CH:26][CH:25]=[CH:24][C:23]=4[F:28])[N:13]=3)[N:11]=2)[CH2:3][CH2:2]1. (3) Given the reactants [Cl:1][C:2]1[C:3]([C:12]([F:15])([F:14])[F:13])=[CH:4][C:5]([CH3:11])=[C:6](B(O)O)[CH:7]=1.I[C:17]1[N:22]=[C:21]([NH2:23])[N:20]=[C:19]([NH:24][CH3:25])[CH:18]=1, predict the reaction product. The product is: [Cl:1][C:2]1[C:3]([C:12]([F:15])([F:14])[F:13])=[CH:4][C:5]([CH3:11])=[C:6]([C:17]2[N:22]=[C:21]([NH2:23])[N:20]=[C:19]([NH:24][CH3:25])[CH:18]=2)[CH:7]=1. (4) Given the reactants Cl[CH2:2][C:3]([NH:5][C:6]1[C:15]([Cl:16])=[CH:14][CH:13]=[C:12]2[C:7]=1[CH:8]=[CH:9][C:10]([N:17]1[CH2:21][CH2:20][C@@H:19]([O:22][Si](C(C)(C)C)(C)C)[CH2:18]1)=[N:11]2)=[O:4].[NH2:30][C:31]1[CH:32]=[C:33]([CH:36]=[CH:37][CH:38]=1)[C:34]#[N:35].[F-].C([N+](CCCC)(CCCC)CCCC)CCC, predict the reaction product. The product is: [Cl:16][C:15]1[C:6]([NH:5][C:3](=[O:4])[CH2:2][NH:30][C:31]2[CH:38]=[CH:37][CH:36]=[C:33]([C:34]#[N:35])[CH:32]=2)=[C:7]2[C:12](=[CH:13][CH:14]=1)[N:11]=[C:10]([N:17]1[CH2:21][CH2:20][C@@H:19]([OH:22])[CH2:18]1)[CH:9]=[CH:8]2. (5) The product is: [F:3][C:4]1[CH:20]=[CH:19][C:18]([F:21])=[CH:17][C:5]=1[CH2:6][C:7]1[O:11][N:10]=[C:9]([C:12]([OH:14])=[O:13])[CH:8]=1. Given the reactants [OH-].[Na+].[F:3][C:4]1[CH:20]=[CH:19][C:18]([F:21])=[CH:17][C:5]=1[CH2:6][C:7]1[O:11][N:10]=[C:9]([C:12]([O:14]CC)=[O:13])[CH:8]=1, predict the reaction product. (6) Given the reactants [F:1][C:2]1[CH:7]=[C:6]([F:8])[CH:5]=[CH:4][C:3]=1[C:9]([N:11]1[CH2:16][CH2:15][CH2:14][C@@H:13](O)[CH2:12]1)=[O:10].[F:18][C:19]1[CH:24]=[CH:23][C:22]([C:25]2[NH:29][N:28]=[N:27][N:26]=2)=[CH:21][CH:20]=1, predict the reaction product. The product is: [F:1][C:2]1[CH:7]=[C:6]([F:8])[CH:5]=[CH:4][C:3]=1[C:9]([N:11]1[CH2:16][CH2:15][CH2:14][C@H:13]([N:27]2[N:28]=[N:29][C:25]([C:22]3[CH:23]=[CH:24][C:19]([F:18])=[CH:20][CH:21]=3)=[N:26]2)[CH2:12]1)=[O:10].